This data is from Forward reaction prediction with 1.9M reactions from USPTO patents (1976-2016). The task is: Predict the product of the given reaction. (1) Given the reactants [F:1][C:2]1[C:7]([CH:8]([OH:22])[C:9]2[C:17]3[C:12](=[N:13][CH:14]=[C:15]([C:18]([F:21])([F:20])[F:19])[CH:16]=3)[NH:11][CH:10]=2)=[C:6]([F:23])[CH:5]=[CH:4][C:3]=1[NH:24][S:25]([CH2:28][CH2:29][CH3:30])(=[O:27])=[O:26].CC(OI1(OC(C)=O)(OC(C)=O)OC(=O)C2C=CC=CC1=2)=O, predict the reaction product. The product is: [F:1][C:2]1[C:7]([C:8]([C:9]2[C:17]3[C:12](=[N:13][CH:14]=[C:15]([C:18]([F:21])([F:19])[F:20])[CH:16]=3)[NH:11][CH:10]=2)=[O:22])=[C:6]([F:23])[CH:5]=[CH:4][C:3]=1[NH:24][S:25]([CH2:28][CH2:29][CH3:30])(=[O:26])=[O:27]. (2) Given the reactants [F:1][C:2]1[CH:7]=[CH:6][C:5]([F:8])=[CH:4][C:3]=1[N:9]1[C:13](OS(C(F)(F)F)(=O)=O)=[CH:12][C:11]([C:22]([O:24][CH2:25][CH3:26])=[O:23])=[N:10]1.[SH:27][CH2:28][CH2:29][C:30]([O:32][CH2:33][CH:34]([CH2:39][CH3:40])[CH2:35][CH2:36][CH2:37][CH3:38])=[O:31].C(N(C(C)C)C(C)C)C.C1(P(C2C=CC=CC=2)C2C3OC4C(=CC=CC=4P(C4C=CC=CC=4)C4C=CC=CC=4)C(C)(C)C=3C=CC=2)C=CC=CC=1, predict the reaction product. The product is: [F:1][C:2]1[CH:7]=[CH:6][C:5]([F:8])=[CH:4][C:3]=1[N:9]1[C:13]([S:27][CH2:28][CH2:29][C:30]([O:32][CH2:33][CH:34]([CH2:39][CH3:40])[CH2:35][CH2:36][CH2:37][CH3:38])=[O:31])=[CH:12][C:11]([C:22]([O:24][CH2:25][CH3:26])=[O:23])=[N:10]1. (3) Given the reactants [C:1]([CH2:3][C:4]([OH:6])=[O:5])#[N:2].[CH2:7]([CH:9]([CH2:12][CH2:13][CH2:14][CH3:15])[CH2:10]O)[CH3:8].O.C1(C)C=CC(S(O)(=O)=O)=CC=1, predict the reaction product. The product is: [C:1]([CH2:3][C:4]([O:6][CH2:10][CH:9]([CH2:7][CH3:8])[CH2:12][CH2:13][CH2:14][CH3:15])=[O:5])#[N:2]. (4) Given the reactants [N:1]([C@@H:4]([CH:41]([C:49]1[CH:54]=[CH:53][CH:52]=[C:51]([F:55])[CH:50]=1)[C:42]1[CH:47]=[CH:46][CH:45]=[C:44]([F:48])[CH:43]=1)[C:5]([NH:7][C:8]1[CH:13]=[CH:12][CH:11]=[C:10]([F:14])[C:9]=1[CH2:15][CH2:16][C@H:17]([NH:31][S:32]([C:35]1[CH:40]=[CH:39][CH:38]=[CH:37][CH:36]=1)(=[O:34])=[O:33])[CH2:18][N:19]([CH2:27][C@H:28](O)[CH3:29])[C:20](=[O:26])[O:21][C:22]([CH3:25])([CH3:24])[CH3:23])=[O:6])=[N+:2]=[N-:3].CC(OC(/N=N/C(OC(C)C)=O)=O)C.C1(P(C2C=CC=CC=2)C2C=CC=CC=2)C=CC=CC=1, predict the reaction product. The product is: [N:1]([C@@H:4]([CH:41]([C:49]1[CH:54]=[CH:53][CH:52]=[C:51]([F:55])[CH:50]=1)[C:42]1[CH:47]=[CH:46][CH:45]=[C:44]([F:48])[CH:43]=1)[C:5]([NH:7][C:8]1[CH:13]=[CH:12][CH:11]=[C:10]([F:14])[C:9]=1[CH2:15][CH2:16][C@@H:17]1[N:31]([S:32]([C:35]2[CH:40]=[CH:39][CH:38]=[CH:37][CH:36]=2)(=[O:33])=[O:34])[C@@H:28]([CH3:29])[CH2:27][N:19]([C:20]([O:21][C:22]([CH3:23])([CH3:25])[CH3:24])=[O:26])[CH2:18]1)=[O:6])=[N+:2]=[N-:3]. (5) Given the reactants [CH2:1]([O:5][C:6]([N:8]1[CH2:13][CH2:12][N:11]([C:14](=[O:36])[CH2:15][NH:16][C:17]([C:19]2[N:20]=[C:21]([C:30]3[CH:35]=[CH:34][CH:33]=[CH:32][CH:31]=3)[S:22][C:23]=2[NH:24][CH2:25][CH2:26][C:27]([OH:29])=[O:28])=[O:18])[CH2:10][CH2:9]1)=[O:7])[CH2:2][CH2:3][CH3:4].OS(O)(=O)=O.[CH3:42][CH2:43]O, predict the reaction product. The product is: [CH2:1]([O:5][C:6]([N:8]1[CH2:13][CH2:12][N:11]([C:14](=[O:36])[CH2:15][NH:16][C:17]([C:19]2[N:20]=[C:21]([C:30]3[CH:35]=[CH:34][CH:33]=[CH:32][CH:31]=3)[S:22][C:23]=2[NH:24][CH2:25][CH2:26][C:27]([O:29][CH2:42][CH3:43])=[O:28])=[O:18])[CH2:10][CH2:9]1)=[O:7])[CH2:2][CH2:3][CH3:4]. (6) Given the reactants [Cl:1][C:2]1[N:3]=[C:4]([N:13]2[CH2:18][CH2:17][O:16][CH2:15][CH2:14]2)[C:5]2[S:10][C:9]([CH:11]=O)=[CH:8][C:6]=2[N:7]=1.[CH3:19][O:20][CH2:21][CH2:22][N:23]([CH3:32])[C:24]([N:26]1[CH2:31][CH2:30][NH:29][CH2:28][CH2:27]1)=[O:25], predict the reaction product. The product is: [CH3:19][O:20][CH2:21][CH2:22][N:23]([CH3:32])[C:24]([N:26]1[CH2:31][CH2:30][N:29]([CH2:11][C:9]2[S:10][C:5]3[C:4]([N:13]4[CH2:18][CH2:17][O:16][CH2:15][CH2:14]4)=[N:3][C:2]([Cl:1])=[N:7][C:6]=3[CH:8]=2)[CH2:28][CH2:27]1)=[O:25]. (7) Given the reactants Cl.[OH:2][CH2:3][C@H:4]1[NH:9][CH2:8][CH2:7][N:6]([C:10]([O:12][CH2:13][C:14]2[CH:19]=[CH:18][CH:17]=[CH:16][CH:15]=2)=[O:11])[CH2:5]1.CCN(C(C)C)C(C)C.[Br:29][CH2:30][C:31](Cl)=[O:32].O, predict the reaction product. The product is: [Br:29][CH2:30][C:31]([N:9]1[CH2:8][CH2:7][N:6]([C:10]([O:12][CH2:13][C:14]2[CH:19]=[CH:18][CH:17]=[CH:16][CH:15]=2)=[O:11])[CH2:5][C@H:4]1[CH2:3][OH:2])=[O:32].